The task is: Predict the product of the given reaction.. This data is from Forward reaction prediction with 1.9M reactions from USPTO patents (1976-2016). The product is: [CH2:1]([N:3]([S:10]([C:13]1[CH:18]=[CH:17][C:16]([F:19])=[CH:15][CH:14]=1)(=[O:12])=[O:11])/[C:4](=[CH:8]\[CH3:9])/[C:5]([NH:47][CH2:46][C:44]1[CH:43]=[CH:42][N:41]=[C:40]([C:37]2[CH:36]=[CH:35][C:34]([O:33][C:32]([F:49])([F:31])[F:48])=[CH:39][CH:38]=2)[CH:45]=1)=[O:7])[CH3:2]. Given the reactants [CH2:1]([N:3]([S:10]([C:13]1[CH:18]=[CH:17][C:16]([F:19])=[CH:15][CH:14]=1)(=[O:12])=[O:11])/[C:4](=[CH:8]\[CH3:9])/[C:5]([OH:7])=O)[CH3:2].CCOC(OC(OCC)=O)=O.[F:31][C:32]([F:49])([F:48])[O:33][C:34]1[CH:39]=[CH:38][C:37]([C:40]2[CH:45]=[C:44]([CH2:46][NH2:47])[CH:43]=[CH:42][N:41]=2)=[CH:36][CH:35]=1, predict the reaction product.